Dataset: Catalyst prediction with 721,799 reactions and 888 catalyst types from USPTO. Task: Predict which catalyst facilitates the given reaction. (1) Reactant: [CH2:1]([OH:8])[C:2]1[CH:7]=[CH:6][CH:5]=[CH:4][CH:3]=1.Cl[C:10]1[C:19]2[C:14](=[CH:15][CH:16]=[C:17]([O:20][CH3:21])[N:18]=2)[N:13]=[CH:12][C:11]=1[C:22]([OH:24])=[O:23].[H-].[Na+]. Product: [CH2:1]([O:8][C:10]1[C:19]2[C:14](=[CH:15][CH:16]=[C:17]([O:20][CH3:21])[N:18]=2)[N:13]=[CH:12][C:11]=1[C:22]([OH:24])=[O:23])[C:2]1[CH:7]=[CH:6][CH:5]=[CH:4][CH:3]=1. The catalyst class is: 9. (2) Reactant: [NH:1]([C:42]([O:44][CH2:45][CH:46]1[C:58]2[C:53](=[CH:54][CH:55]=[CH:56][CH:57]=2)[C:52]2[C:47]1=[CH:48][CH:49]=[CH:50][CH:51]=2)=[O:43])[C@H:2]([C:27]([NH:29][C@H:30]([C:35]([O:37]C(C)(C)C)=[O:36])[CH2:31][CH:32]([CH3:34])[CH3:33])=[O:28])[CH2:3][CH2:4][CH2:5][NH:6][C:7](=[NH:26])[NH:8][S:9]([C:12]1[C:24]([CH3:25])=[C:23]2[C:17]([O:18][C:19]([CH2:22]2)([CH3:21])[CH3:20])=[C:15]([CH3:16])[C:13]=1[CH3:14])(=[O:11])=[O:10].Cl.C(OCC)(=O)C. The catalyst class is: 6. Product: [NH:1]([C:42]([O:44][CH2:45][CH:46]1[C:58]2[C:53](=[CH:54][CH:55]=[CH:56][CH:57]=2)[C:52]2[C:47]1=[CH:48][CH:49]=[CH:50][CH:51]=2)=[O:43])[C@H:2]([C:27]([NH:29][C@H:30]([C:35]([OH:37])=[O:36])[CH2:31][CH:32]([CH3:34])[CH3:33])=[O:28])[CH2:3][CH2:4][CH2:5][NH:6][C:7](=[NH:26])[NH:8][S:9]([C:12]1[C:24]([CH3:25])=[C:23]2[C:17]([O:18][C:19]([CH2:22]2)([CH3:20])[CH3:21])=[C:15]([CH3:16])[C:13]=1[CH3:14])(=[O:11])=[O:10]. (3) Reactant: [N:1]([C:4]1[CH:11]=[CH:10][C:7]([C:8]#[N:9])=[C:6]([C:12]([F:15])([F:14])[F:13])[CH:5]=1)=[C:2]=[S:3].[C:16]([C:18]1([NH:23][C:24]2[CH:31]=[CH:30][C:27]([C:28]#[N:29])=[C:26]([F:32])[CH:25]=2)[CH2:22][CH2:21][CH2:20][CH2:19]1)#N.C[OH:34].Cl. Product: [C:28]([C:27]1[CH:30]=[CH:31][C:24]([N:23]2[C:18]3([CH2:22][CH2:21][CH2:20][CH2:19]3)[C:16](=[O:34])[N:1]([C:4]3[CH:11]=[CH:10][C:7]([C:8]#[N:9])=[C:6]([C:12]([F:13])([F:15])[F:14])[CH:5]=3)[C:2]2=[S:3])=[CH:25][C:26]=1[F:32])#[N:29]. The catalyst class is: 18. (4) Reactant: [F:1][C:2]1[CH:23]=[CH:22][CH:21]=[C:20]([F:24])[C:3]=1[CH2:4][O:5][C:6]1[C:7]2[N:8]([C:13]([C:17](O)=[O:18])=[C:14]([CH3:16])[N:15]=2)[CH:9]=[C:10]([CH3:12])[CH:11]=1.CN(C(ON1N=NC2C=CC=NC1=2)=[N+](C)C)C.F[P-](F)(F)(F)(F)F.C(N(CC)C(C)C)(C)C.[NH2:58][CH:59]1[CH:66]2[CH:62]([N:63]([C:67]([O:69][C:70]([CH3:73])([CH3:72])[CH3:71])=[O:68])[CH2:64][CH2:65]2)[CH2:61][CH2:60]1. Product: [F:24][C:20]1[CH:21]=[CH:22][CH:23]=[C:2]([F:1])[C:3]=1[CH2:4][O:5][C:6]1[C:7]2[N:8]([C:13]([C:17]([NH:58][CH:59]3[CH:66]4[CH:62]([N:63]([C:67]([O:69][C:70]([CH3:73])([CH3:72])[CH3:71])=[O:68])[CH2:64][CH2:65]4)[CH2:61][CH2:60]3)=[O:18])=[C:14]([CH3:16])[N:15]=2)[CH:9]=[C:10]([CH3:12])[CH:11]=1. The catalyst class is: 18. (5) The catalyst class is: 515. Reactant: [CH3:1][O:2][C:3](=[O:17])[C:4]1[CH:9]=[CH:8][C:7]([NH:10][CH:11]([CH3:13])[CH3:12])=[C:6]([N+:14]([O-])=O)[CH:5]=1. Product: [CH3:1][O:2][C:3](=[O:17])[C:4]1[CH:9]=[CH:8][C:7]([NH:10][CH:11]([CH3:13])[CH3:12])=[C:6]([NH2:14])[CH:5]=1. (6) Reactant: [CH:1]([C:3]1[C:11]2[O:10][C:9]([C:12]([O:14]CC)=[O:13])=[CH:8][C:7]=2[C:6]([O:17][CH3:18])=[CH:5][CH:4]=1)=[O:2].C(C1C2OC(C([O-])=O)=CC=2C(OC)=CC=1)=O.C(=O)([O-])[O-].[Na+].[Na+]. Product: [CH:1]([C:3]1[C:11]2[O:10][C:9]([C:12]([OH:14])=[O:13])=[CH:8][C:7]=2[C:6]([O:17][CH3:18])=[CH:5][CH:4]=1)=[O:2]. The catalyst class is: 6. (7) Reactant: CO[C:3]1[C:8]([C:9](=O)[CH2:10][C:11]#[N:12])=[CH:7][CH:6]=[C:5]([CH3:14])[N:4]=1.[OH2:15].[NH2:16][NH2:17].[C:18](O)(=O)C. Product: [CH3:18][O:15][C:3]1[C:8]([C:9]2[CH:10]=[C:11]([NH2:12])[NH:16][N:17]=2)=[CH:7][CH:6]=[C:5]([CH3:14])[N:4]=1. The catalyst class is: 8. (8) The catalyst class is: 11. Reactant: [N:1]1([C:6]2[N:11]=[N:10][CH:9]=[C:8](O)[CH:7]=2)[CH2:5][CH2:4][CH2:3][CH2:2]1.P(Br)(Br)([Br:15])=O.CN(C=O)C.[OH-].[Na+]. Product: [Br:15][C:8]1[CH:7]=[C:6]([N:1]2[CH2:5][CH2:4][CH2:3][CH2:2]2)[N:11]=[N:10][CH:9]=1. (9) Reactant: [C:1]([O:4][C:5]([CH3:8])([CH3:7])[CH3:6])(=[O:3])[CH3:2].[Li+].CC([N-]C(C)C)C.[CH3:17][C:18]1[C:19]2[N:20]([N:25]=[C:26]([C:28](OCC)=[O:29])[CH:27]=2)[CH:21]=[C:22]([CH3:24])[N:23]=1. Product: [CH3:17][C:18]1[C:19]2[N:20]([N:25]=[C:26]([C:28](=[O:29])[CH2:2][C:1]([O:4][C:5]([CH3:8])([CH3:7])[CH3:6])=[O:3])[CH:27]=2)[CH:21]=[C:22]([CH3:24])[N:23]=1. The catalyst class is: 1. (10) Reactant: Cl[C:2]1[C:11]2[C:6](=[CH:7][C:8]([C:14]3[C:15]([CH3:20])=[N:16][O:17][C:18]=3[CH3:19])=[C:9]([O:12][CH3:13])[CH:10]=2)[N:5]=[CH:4][C:3]=1[N+:21]([O-])=O.[N:24]1[CH:29]=[CH:28][CH:27]=[CH:26][C:25]=1[CH2:30][NH2:31]. Product: [CH3:20][C:15]1[C:14]([C:8]2[CH:7]=[C:6]3[C:11]([C:2]([NH:31][CH2:30][C:25]4[CH:26]=[CH:27][CH:28]=[CH:29][N:24]=4)=[C:3]([NH2:21])[CH:4]=[N:5]3)=[CH:10][C:9]=2[O:12][CH3:13])=[C:18]([CH3:19])[O:17][N:16]=1. The catalyst class is: 10.